Dataset: Drug-induced liver injury (DILI) classification data. Task: Regression/Classification. Given a drug SMILES string, predict its toxicity properties. Task type varies by dataset: regression for continuous values (e.g., LD50, hERG inhibition percentage) or binary classification for toxic/non-toxic outcomes (e.g., AMES mutagenicity, cardiotoxicity, hepatotoxicity). Dataset: dili. (1) The drug is CCCC(C)(COC(N)=O)COC(=O)NC(C)C. The result is 0 (no liver injury). (2) The drug is COc1ccc2c(C(=O)c3ccc(Cl)cc3)c(C)n(CC(=O)O)c2c1. The result is 1 (causes liver injury). (3) The molecule is CCCCc1nc(Cl)c(CO)n1Cc1ccc(-c2ccccc2-c2nn[nH]n2)cc1. The result is 1 (causes liver injury).